Dataset: Full USPTO retrosynthesis dataset with 1.9M reactions from patents (1976-2016). Task: Predict the reactants needed to synthesize the given product. (1) Given the product [F:1][C:2]1[CH:3]=[CH:4][C:5]([O:27][CH3:28])=[C:6]([C:8]([CH3:26])([CH3:25])[CH2:9][C:10]([OH:24])([C:20]([F:23])([F:22])[F:21])[CH2:11][C:12]2[CH:19]=[CH:18][C:15]([C:16]([OH:30])=[O:17])=[CH:14][CH:13]=2)[CH:7]=1, predict the reactants needed to synthesize it. The reactants are: [F:1][C:2]1[CH:3]=[CH:4][C:5]([O:27][CH3:28])=[C:6]([C:8]([CH3:26])([CH3:25])[CH2:9][C:10]([OH:24])([C:20]([F:23])([F:22])[F:21])[CH2:11][C:12]2[CH:19]=[CH:18][C:15]([CH:16]=[O:17])=[CH:14][CH:13]=2)[CH:7]=1.[Mn]([O-])(=O)(=O)=[O:30].[K+]. (2) Given the product [CH3:1][C:2]1[CH:7]=[CH:6][CH:5]=[CH:4][C:3]=1[C:8]1[CH:13]=[CH:12][C:11]([C:14]([OH:16])=[O:15])=[CH:10][C:9]=1[C:18]([F:19])([F:20])[F:21], predict the reactants needed to synthesize it. The reactants are: [CH3:1][C:2]1[CH:7]=[CH:6][CH:5]=[CH:4][C:3]=1[C:8]1[CH:13]=[CH:12][C:11]([C:14]([O:16]C)=[O:15])=[CH:10][C:9]=1[C:18]([F:21])([F:20])[F:19].[OH-].[Na+]. (3) Given the product [C:2]([N+:6]([O-:7])=[CH:8][C:10]1[C:15]([C:16]([OH:18])=[O:17])=[CH:14][C:13]([S:19]([OH:22])(=[O:21])=[O:20])=[CH:12][N:11]=1)([CH3:5])([CH3:4])[CH3:3], predict the reactants needed to synthesize it. The reactants are: Cl.[C:2]([NH:6][OH:7])([CH3:5])([CH3:4])[CH3:3].[CH:8]([C:10]1[C:15]([C:16]([OH:18])=[O:17])=[CH:14][C:13]([S:19]([OH:22])(=[O:21])=[O:20])=[CH:12][N:11]=1)=O.